This data is from Catalyst prediction with 721,799 reactions and 888 catalyst types from USPTO. The task is: Predict which catalyst facilitates the given reaction. (1) Reactant: [N+:1]([C:4]1[C:13]2[C:8](=[CH:9][CH:10]=[CH:11][CH:12]=2)[C:7]([O:14][C:15]2[CH:20]=[CH:19][N:18]=[C:17]([NH2:21])[CH:16]=2)=[CH:6][CH:5]=1)([O-:3])=[O:2].CCN(C(C)C)C(C)C.[CH3:31][O:32][CH2:33][C:34](Cl)=[O:35].N. Product: [CH3:31][O:32][CH2:33][C:34]([NH:21][C:17]1[CH:16]=[C:15]([O:14][C:7]2[C:8]3[C:13](=[CH:12][CH:11]=[CH:10][CH:9]=3)[C:4]([N+:1]([O-:3])=[O:2])=[CH:5][CH:6]=2)[CH:20]=[CH:19][N:18]=1)=[O:35]. The catalyst class is: 322. (2) Reactant: [OH:1][C:2]1[CH2:7][C:6]([CH:15]([CH3:17])[CH3:16])([CH2:8][CH2:9][C:10]2[CH:14]=[CH:13][S:12][CH:11]=2)[O:5][C:4](=[O:18])[CH:3]=1.[C:19]([C:23]1[CH:28]=[C:27]([CH2:29][OH:30])[C:26]([CH3:31])=[CH:25][C:24]=1[S:32]S(C1C=CC(C)=CC=1)(=O)=O)([CH3:22])([CH3:21])[CH3:20].C(=O)([O-])[O-].[K+].[K+]. Product: [C:19]([C:23]1[CH:28]=[C:27]([CH2:29][OH:30])[C:26]([CH3:31])=[CH:25][C:24]=1[S:32][C:3]1[C:4](=[O:18])[O:5][C:6]([CH:15]([CH3:16])[CH3:17])([CH2:8][CH2:9][C:10]2[CH:14]=[CH:13][S:12][CH:11]=2)[CH2:7][C:2]=1[OH:1])([CH3:22])([CH3:21])[CH3:20]. The catalyst class is: 3. (3) Reactant: [OH:1][CH:2]1[CH2:7][CH2:6][NH:5][CH2:4][CH2:3]1.C(N(CC)CC)C.[C:15](Cl)(=[O:17])[CH3:16]. Product: [OH:1][CH:2]1[CH2:7][CH2:6][N:5]([C:15](=[O:17])[CH3:16])[CH2:4][CH2:3]1. The catalyst class is: 2. (4) Reactant: [CH2:1]([CH:3]1[C:8]2[NH:9][C:10]3[C:15]([C:7]=2[CH2:6][CH2:5][N:4]1[CH3:17])=[CH:14][C:13]([CH3:16])=[CH:12][CH:11]=3)[CH3:2].N1CCC[C@H]1C(O)=O.[O-]P([O-])([O-])=O.[K+].[K+].[K+].Br[CH:35]=[C:36]([C:38]1[CH:43]=[CH:42][C:41]([F:44])=[C:40]([F:45])[CH:39]=1)[CH3:37]. Product: [F:45][C:40]1[CH:39]=[C:38](/[C:36](/[CH3:37])=[CH:35]/[N:9]2[C:10]3[C:15](=[CH:14][C:13]([CH3:16])=[CH:12][CH:11]=3)[C:7]3[CH2:6][CH2:5][N:4]([CH3:17])[CH:3]([CH2:1][CH3:2])[C:8]2=3)[CH:43]=[CH:42][C:41]=1[F:44]. The catalyst class is: 122.